From a dataset of Full USPTO retrosynthesis dataset with 1.9M reactions from patents (1976-2016). Predict the reactants needed to synthesize the given product. (1) Given the product [CH3:25][O:26][CH2:27][CH2:28][O:1][C:2]1[C:3]([CH3:18])=[C:4]([CH:15]=[CH:16][CH:17]=1)[C:5]([N:7]([CH3:14])[C:8]1[CH:13]=[CH:12][CH:11]=[CH:10][CH:9]=1)=[O:6], predict the reactants needed to synthesize it. The reactants are: [OH:1][C:2]1[C:3]([CH3:18])=[C:4]([CH:15]=[CH:16][CH:17]=1)[C:5]([N:7]([CH3:14])[C:8]1[CH:13]=[CH:12][CH:11]=[CH:10][CH:9]=1)=[O:6].C([O-])([O-])=O.[K+].[K+].[CH3:25][O:26][CH2:27][CH2:28]Br. (2) Given the product [CH3:1][C:2]1([CH3:14])[C@@H:4]([C:5]2[CH:10]=[CH:9][CH:8]=[CH:7][CH:6]=2)[C@@H:3]1[NH2:21], predict the reactants needed to synthesize it. The reactants are: [CH3:1][C:2]1([CH3:14])[C@@H:4]([C:5]2[CH:10]=[CH:9][CH:8]=[CH:7][CH:6]=2)[C@@H:3]1C(O)=O.ClC(OCC)=O.[N-:21]=[N+]=[N-].[Na+]. (3) Given the product [Br:1][C:2]1[CH:3]=[C:4]([C:13]2[N:17]([C:18]3[CH:19]=[N:20][CH:21]=[C:22]([F:24])[CH:23]=3)[N:16]=[C:15]([C:25]([N:49]3[CH2:47][CH2:50][NH:51][C:52](=[O:54])[CH2:53]3)=[O:26])[CH:14]=2)[CH:5]=[C:6]([O:8][C:9]([F:11])([F:12])[F:10])[CH:7]=1, predict the reactants needed to synthesize it. The reactants are: [Br:1][C:2]1[CH:3]=[C:4]([C:13]2[N:17]([C:18]3[CH:19]=[N:20][CH:21]=[C:22]([F:24])[CH:23]=3)[N:16]=[C:15]([C:25](O)=[O:26])[CH:14]=2)[CH:5]=[C:6]([O:8][C:9]([F:12])([F:11])[F:10])[CH:7]=1.ClC1C=C(C2N(C3C=CC=CN=3)N=C([C:47]([N:49]3[CH2:53][C:52](=[O:54])[NH:51][CH2:50]3)=O)C=2)C=C(F)C=1.O=C1CNCCN1. (4) Given the product [Br:1][C:2]1[CH:3]=[CH:4][C:5]([F:11])=[C:6]([CH:10]=1)[C:7]([NH:12][C:13]1[C:14]([CH3:24])=[CH:15][C:16]([C:17]([O:19][CH3:20])=[O:18])=[CH:21][C:22]=1[CH3:23])=[O:9], predict the reactants needed to synthesize it. The reactants are: [Br:1][C:2]1[CH:3]=[CH:4][C:5]([F:11])=[C:6]([CH:10]=1)[C:7]([OH:9])=O.[NH2:12][C:13]1[C:22]([CH3:23])=[CH:21][C:16]([C:17]([O:19][CH3:20])=[O:18])=[CH:15][C:14]=1[CH3:24].C(N(CC)C(C)C)(C)C.CCCP1(OP(CCC)(=O)OP(CCC)(=O)O1)=O. (5) Given the product [CH2:61]([O:60][CH2:59][CH2:58][O:57][CH2:56][CH2:55][O:54][CH2:53][CH2:52][O:51][CH2:50][CH2:49][O:48][CH2:47][CH2:46][O:44][C:41]1[CH:42]=[CH:43][C:38]([O:37][CH2:36][CH2:35][O:34][CH2:33][CH2:32][O:31][CH2:30][CH2:29][O:28][CH2:27][CH2:26][O:25][CH2:24][CH2:23][O:22][C:3]([C:16]2[CH:21]=[CH:20][CH:19]=[CH:18][CH:17]=2)([C:10]2[CH:11]=[CH:12][CH:13]=[CH:14][CH:15]=2)[C:4]2[CH:5]=[CH:6][CH:7]=[CH:8][CH:9]=2)=[CH:39][CH:40]=1)[C:62]1[CH:63]=[CH:64][CH:65]=[CH:66][CH:67]=1, predict the reactants needed to synthesize it. The reactants are: [H-].[Na+].[C:3]([O:22][CH2:23][CH2:24][O:25][CH2:26][CH2:27][O:28][CH2:29][CH2:30][O:31][CH2:32][CH2:33][O:34][CH2:35][CH2:36][O:37][C:38]1[CH:43]=[CH:42][C:41]([OH:44])=[CH:40][CH:39]=1)([C:16]1[CH:21]=[CH:20][CH:19]=[CH:18][CH:17]=1)([C:10]1[CH:15]=[CH:14][CH:13]=[CH:12][CH:11]=1)[C:4]1[CH:9]=[CH:8][CH:7]=[CH:6][CH:5]=1.Br[CH2:46][CH2:47][O:48][CH2:49][CH2:50][O:51][CH2:52][CH2:53][O:54][CH2:55][CH2:56][O:57][CH2:58][CH2:59][O:60][CH2:61][C:62]1[CH:67]=[CH:66][CH:65]=[CH:64][CH:63]=1. (6) The reactants are: [CH2:1]([O:3][CH2:4][CH:5]([S:22][C:23]1[CH:28]=[CH:27][C:26]([O:29][CH2:30][C:31]([O:33]CC)=[O:32])=[C:25]([CH3:36])[CH:24]=1)[C:6]1[CH:11]=[CH:10][CH:9]=[C:8]([C:12]2[CH:17]=[CH:16][C:15]([C:18]([F:21])([F:20])[F:19])=[CH:14][CH:13]=2)[N:7]=1)[CH3:2].[OH-].[Na+].Cl. Given the product [CH2:1]([O:3][CH2:4][CH:5]([S:22][C:23]1[CH:28]=[CH:27][C:26]([O:29][CH2:30][C:31]([OH:33])=[O:32])=[C:25]([CH3:36])[CH:24]=1)[C:6]1[CH:11]=[CH:10][CH:9]=[C:8]([C:12]2[CH:13]=[CH:14][C:15]([C:18]([F:21])([F:19])[F:20])=[CH:16][CH:17]=2)[N:7]=1)[CH3:2], predict the reactants needed to synthesize it. (7) The reactants are: C(OC(=O)[NH:7][CH2:8][C:9]1[CH:14]=[CH:13][C:12]([NH:15][S:16]([CH3:19])(=[O:18])=[O:17])=[C:11]([CH:20]=[CH2:21])[CH:10]=1)(C)(C)C.FC(F)(F)C(O)=O. Given the product [NH2:7][CH2:8][C:9]1[CH:14]=[CH:13][C:12]([NH:15][S:16]([CH3:19])(=[O:18])=[O:17])=[C:11]([CH:20]=[CH2:21])[CH:10]=1, predict the reactants needed to synthesize it. (8) Given the product [NH2:39][C:40]1([C:44]2[CH:45]=[CH:46][C:47]([C:50]3[C:51]([C:63]4[CH:64]=[CH:65][CH:66]=[CH:67][CH:68]=4)=[CH:52][C:53]4[N:58]([CH3:59])[C:57](=[O:60])[C@@H:56]([CH3:61])[O:55][C:54]=4[N:62]=3)=[CH:48][CH:49]=2)[CH2:41][CH2:42][CH2:43]1, predict the reactants needed to synthesize it. The reactants are: NC1(C2C=CC(C3C(C4C=CC=CC=4)=CC4N(CCC#N)C(=O)COC=4N=3)=CC=2)CCC1.C(OC(=O)[NH:39][C:40]1([C:44]2[CH:49]=[CH:48][C:47]([C:50]3[C:51]([C:63]4[CH:68]=[CH:67][CH:66]=[CH:65][CH:64]=4)=[CH:52][C:53]4[N:58]([CH3:59])[C:57](=[O:60])[C@@H:56]([CH3:61])[O:55][C:54]=4[N:62]=3)=[CH:46][CH:45]=2)[CH2:43][CH2:42][CH2:41]1)(C)(C)C. (9) Given the product [CH2:8]([N:7]([CH2:1][CH2:2][CH2:3][CH2:4][CH2:5][CH3:6])[C:24](=[O:25])[CH2:23][Br:22])[C:9]1[CH:10]=[CH:11][CH:12]=[CH:13][CH:14]=1, predict the reactants needed to synthesize it. The reactants are: [CH2:1]([NH:7][CH2:8][C:9]1[CH:14]=[CH:13][CH:12]=[CH:11][CH:10]=1)[CH2:2][CH2:3][CH2:4][CH2:5][CH3:6].C(N(CC)CC)C.[Br:22][CH2:23][C:24](Cl)=[O:25]. (10) Given the product [C:1]1([CH2:7][CH2:8][CH2:9][NH:10][S:14]([CH2:13][C:11]#[N:12])(=[O:16])=[O:15])[CH:6]=[CH:5][CH:4]=[CH:3][CH:2]=1, predict the reactants needed to synthesize it. The reactants are: [C:1]1([CH2:7][CH2:8][CH2:9][NH2:10])[CH:6]=[CH:5][CH:4]=[CH:3][CH:2]=1.[C:11]([CH2:13][S:14](Cl)(=[O:16])=[O:15])#[N:12].C(NS(CC#N)(=O)=O)C1C=CC=CC=1.